The task is: Predict the reactants needed to synthesize the given product.. This data is from Full USPTO retrosynthesis dataset with 1.9M reactions from patents (1976-2016). (1) Given the product [CH3:37][O:36][C:31]1[CH:32]=[CH:33][CH:34]=[CH:35][C:30]=1[C:29]1[C:23]2[C:24](=[N:25][CH:26]=[C:21]([C:18]3[CH:19]=[CH:20][C:15]([NH:14][C:12]([NH:11][CH2:10][CH2:9][NH:7][CH3:6])=[O:13])=[C:16]([CH:17]=3)[C:38]([N:39]([CH3:41])[CH3:40])=[O:42])[CH:22]=2)[NH:27][CH:28]=1, predict the reactants needed to synthesize it. The reactants are: C(O[C:6](=O)[N:7]([CH2:9][CH2:10][NH:11][C:12]([NH:14][C:15]1[CH:20]=[CH:19][C:18]([C:21]2[CH:22]=[C:23]3[C:29]([C:30]4[CH:35]=[CH:34][CH:33]=[CH:32][C:31]=4[O:36][CH3:37])=[CH:28][NH:27][C:24]3=[N:25][CH:26]=2)=[CH:17][C:16]=1[C:38](=[O:42])[N:39]([CH3:41])[CH3:40])=[O:13])C)(C)(C)C. (2) Given the product [CH2:1]([O:4][C:5]1[C:6]2[C:22](=[O:24])[O:20][C:19](=[O:21])[C:7]=2[C:8]([O:15][CH2:16][CH2:17][CH3:18])=[C:9]2[C:14]=1[CH:13]=[CH:12][CH:11]=[CH:10]2)[CH2:2][CH3:3], predict the reactants needed to synthesize it. The reactants are: [CH2:1]([O:4][C:5]1[C:14]2[C:9](=[CH:10][CH:11]=[CH:12][CH:13]=2)[C:8]([O:15][CH2:16][CH2:17][CH3:18])=[C:7]([C:19]([OH:21])=[O:20])[C:6]=1[C:22]([OH:24])=O)[CH2:2][CH3:3].S(Cl)(Cl)=O. (3) Given the product [CH:1]1([N:5]2[C:6]([OH:26])=[C:7]([C:22]([NH:31][CH2:27][CH:28]([CH3:30])[CH3:29])=[O:23])[C:8]([OH:21])=[C:9]([C:12]([NH:14][CH2:15][C:16]([OH:18])=[O:17])=[O:13])[C:10]2=[O:11])[CH2:4][CH2:3][CH2:2]1, predict the reactants needed to synthesize it. The reactants are: [CH:1]1([N:5]2[C:10](=[O:11])[C:9]([C:12]([NH:14][CH2:15][C:16]([O:18]CC)=[O:17])=[O:13])=[C:8]([OH:21])[C:7]([C:22](OC)=[O:23])=[C:6]2[OH:26])[CH2:4][CH2:3][CH2:2]1.[CH2:27]([NH2:31])[CH:28]([CH3:30])[CH3:29].Cl. (4) The reactants are: N#N.[N+:3]([C:6]1[CH:7]=[N:8][N:9]([CH2:11][C:12]2[O:16][C:15]([CH2:17][OH:18])=[CH:14][CH:13]=2)[CH:10]=1)([O-:5])=[O:4]. Given the product [N+:3]([C:6]1[CH:7]=[N:8][N:9]([CH2:11][C:12]2[O:16][C:15]([CH:17]=[O:18])=[CH:14][CH:13]=2)[CH:10]=1)([O-:5])=[O:4], predict the reactants needed to synthesize it.